This data is from Buchwald-Hartwig C-N cross coupling reaction yields with 55,370 reactions. The task is: Predict the reaction yield, written as a fraction of the theoretical maximum amount of product (1.0 means a 100% yield; for example, 0.34 means a 34% yield). (1) The reactants are Brc1cccnc1.Cc1ccc(N)cc1.O=S(=O)(O[Pd]1c2ccccc2-c2ccccc2N~1)C(F)(F)F.CC(C)c1cc(C(C)C)c(-c2ccccc2P(C(C)(C)C)C(C)(C)C)c(C(C)C)c1.CN1CCCN2CCCN=C12.c1ccc(-c2ccno2)cc1. No catalyst specified. The product is Cc1ccc(Nc2cccnc2)cc1. The yield is 0.987. (2) The reactants are Clc1cccnc1.Cc1ccc(N)cc1.O=S(=O)(O[Pd]1c2ccccc2-c2ccccc2N~1)C(F)(F)F.CC(C)c1cc(C(C)C)c(-c2ccccc2P(C(C)(C)C)C(C)(C)C)c(C(C)C)c1.CN1CCCN2CCCN=C12.CCOC(=O)c1cc(C)on1. No catalyst specified. The product is Cc1ccc(Nc2cccnc2)cc1. The yield is 0.440.